This data is from Full USPTO retrosynthesis dataset with 1.9M reactions from patents (1976-2016). The task is: Predict the reactants needed to synthesize the given product. Given the product [CH2:1]([O:3][C:4]([C:6]1[C:12]2[NH:13][C:14]3[CH:15]=[C:16]([C:36]4[CH:35]=[CH:34][CH:33]=[C:32]([O:31][CH3:30])[CH:37]=4)[CH:17]=[CH:18][C:19]=3[C:11]=2[CH2:10][CH2:9][N:8]([C:21](=[O:29])[C:22]2[CH:27]=[CH:26][C:25]([F:28])=[CH:24][CH:23]=2)[CH:7]=1)=[O:5])[CH3:2], predict the reactants needed to synthesize it. The reactants are: [CH2:1]([O:3][C:4]([C:6]1[C:12]2[NH:13][C:14]3[CH:15]=[C:16](Br)[CH:17]=[CH:18][C:19]=3[C:11]=2[CH2:10][CH2:9][N:8]([C:21](=[O:29])[C:22]2[CH:27]=[CH:26][C:25]([F:28])=[CH:24][CH:23]=2)[CH:7]=1)=[O:5])[CH3:2].[CH3:30][O:31][C:32]1[CH:33]=[C:34](B(O)O)[CH:35]=[CH:36][CH:37]=1.C([O-])(O)=O.[Na+].